This data is from Full USPTO retrosynthesis dataset with 1.9M reactions from patents (1976-2016). The task is: Predict the reactants needed to synthesize the given product. (1) Given the product [NH2:13][C:4]1[N:3]2[CH:15]=[C:16]([CH:17]([CH3:19])[CH3:18])[N:1]=[C:2]2[C:7]([C:8]([O:10][CH3:11])=[O:9])=[CH:6][C:5]=1[Cl:12], predict the reactants needed to synthesize it. The reactants are: [NH2:1][C:2]1[C:7]([C:8]([O:10][CH3:11])=[O:9])=[CH:6][C:5]([Cl:12])=[C:4]([NH2:13])[N:3]=1.Br[CH2:15][C:16](=O)[CH:17]([CH3:19])[CH3:18]. (2) Given the product [Cl:25][C:26]1[CH:31]=[CH:30][C:29]([CH3:32])=[C:28]([F:33])[C:27]=1[C:5]1[C:4]([C:3]([OH:2])=[O:24])=[CH:9][C:8]([C:10]2[S:11][CH:12]=[C:13]([C:15]3[CH:20]=[CH:19][C:18]([Cl:21])=[C:17]([Cl:22])[CH:16]=3)[N:14]=2)=[CH:7][CH:6]=1, predict the reactants needed to synthesize it. The reactants are: C[O:2][C:3](=[O:24])[C:4]1[CH:9]=[C:8]([C:10]2[S:11][CH:12]=[C:13]([C:15]3[CH:20]=[CH:19][C:18]([Cl:21])=[C:17]([Cl:22])[CH:16]=3)[N:14]=2)[CH:7]=[CH:6][C:5]=1Br.[Cl:25][C:26]1[CH:31]=[CH:30][C:29]([CH3:32])=[C:28]([F:33])[C:27]=1B(O)O. (3) Given the product [CH:24]1([C:27]([N:5]2[CH2:6][CH2:7][C:2]([N:8]3[CH2:13][CH2:12][CH:11]([N:14]4[C@H:18]5[CH2:19][CH2:20][CH2:21][CH2:22][C@@H:17]5[NH:16][C:15]4=[O:23])[CH2:10][CH2:9]3)([CH3:1])[CH2:3][CH2:4]2)=[O:28])[CH2:26][CH2:25]1, predict the reactants needed to synthesize it. The reactants are: [CH3:1][C:2]1([N:8]2[CH2:13][CH2:12][CH:11]([N:14]3[C@H:18]4[CH2:19][CH2:20][CH2:21][CH2:22][C@@H:17]4[NH:16][C:15]3=[O:23])[CH2:10][CH2:9]2)[CH2:7][CH2:6][NH:5][CH2:4][CH2:3]1.[CH:24]1([C:27](O)=[O:28])[CH2:26][CH2:25]1.CN(C(ON1N=NC2C=CC=NC1=2)=[N+](C)C)C.F[P-](F)(F)(F)(F)F.C(N(C(C)C)CC)(C)C. (4) The reactants are: [CH3:1][C:2]1[CH:7]=[C:6]([O:8]C2CCCCO2)[CH:5]=[C:4]([CH3:15])[C:3]=1[C:16]1[CH:21]=[CH:20][CH:19]=[C:18]([CH:22]=[O:23])[CH:17]=1.[BH4-].[Na+].[C:26]([OH:38])(=O)[CH2:27][C:28]([CH2:33][C:34](O)=O)(C(O)=O)O. Given the product [CH3:15][C:4]1[CH:5]=[C:6]([OH:8])[CH:7]=[C:2]([CH3:1])[C:3]=1[C:16]1[CH:21]=[CH:20][CH:19]=[C:18]([CH2:22][O:23][CH:26]2[CH2:27][CH2:28][CH2:33][CH2:34][O:38]2)[CH:17]=1, predict the reactants needed to synthesize it.